From a dataset of HIV replication inhibition screening data with 41,000+ compounds from the AIDS Antiviral Screen. Binary Classification. Given a drug SMILES string, predict its activity (active/inactive) in a high-throughput screening assay against a specified biological target. (1) The compound is CN(C)CN1C(=O)SC(=C2C(=O)N(CN(C)C)c3ccccc32)C1=O. The result is 0 (inactive). (2) The molecule is O=S(=O)(C=CCS(=O)(=O)c1ccccc1)c1ccccc1. The result is 0 (inactive). (3) The compound is CC=C1CNC2Cc3c([nH]c4ccccc34)C(=O)CC1C2C(=O)OC. The result is 0 (inactive). (4) The drug is CSc1nc(O)c2nccnc2n1. The result is 0 (inactive).